Dataset: Reaction yield outcomes from USPTO patents with 853,638 reactions. Task: Predict the reaction yield, written as a fraction of the theoretical maximum amount of product (1.0 means a 100% yield; for example, 0.34 means a 34% yield). (1) The reactants are [CH2:1]([O:3][C:4](=[O:12])[CH:5]([CH3:11])[C:6]([O:8][CH2:9][CH3:10])=[O:7])[CH3:2].[H-].[Na+].Br[CH2:16][CH2:17][CH2:18][CH2:19][CH2:20][CH2:21][CH2:22][CH2:23][CH2:24][O:25][CH2:26][C:27]1[CH:32]=[CH:31][CH:30]=[CH:29][CH:28]=1. The catalyst is C1COCC1.CCOCC.O. The product is [CH2:1]([O:3][C:4](=[O:12])[C:5]([CH2:16][CH2:17][CH2:18][CH2:19][CH2:20][CH2:21][CH2:22][CH2:23][CH2:24][O:25][CH2:26][C:27]1[CH:28]=[CH:29][CH:30]=[CH:31][CH:32]=1)([CH3:11])[C:6]([O:8][CH2:9][CH3:10])=[O:7])[CH3:2]. The yield is 0.960. (2) The reactants are [CH3:1][C:2]1[CH:3]=[C:4]([CH:6]=[C:7](B2OC(C)(C)C(C)(C)O2)[CH:8]=1)[NH2:5].Br[C:19]1[S:23][C:22]([C:24]([OH:35])([CH3:34])[CH2:25][O:26][Si:27]([C:30]([CH3:33])([CH3:32])[CH3:31])([CH3:29])[CH3:28])=[N:21][CH:20]=1.CC(C1C=C(C(C)C)C(C2C=CC=CC=2P(C2CCCCC2)C2CCCCC2)=C(C(C)C)C=1)C.C(=O)([O-])[O-].[Cs+].[Cs+]. The catalyst is C1C=CC(/C=C/C(/C=C/C2C=CC=CC=2)=O)=CC=1.C1C=CC(/C=C/C(/C=C/C2C=CC=CC=2)=O)=CC=1.C1C=CC(/C=C/C(/C=C/C2C=CC=CC=2)=O)=CC=1.[Pd].[Pd]. The product is [NH2:5][C:4]1[CH:6]=[C:7]([C:19]2[S:23][C:22]([C:24]([OH:35])([CH3:34])[CH2:25][O:26][Si:27]([C:30]([CH3:33])([CH3:32])[CH3:31])([CH3:29])[CH3:28])=[N:21][CH:20]=2)[CH:8]=[C:2]([CH3:1])[CH:3]=1. The yield is 0.730.